Dataset: Reaction yield outcomes from USPTO patents with 853,638 reactions. Task: Predict the reaction yield, written as a fraction of the theoretical maximum amount of product (1.0 means a 100% yield; for example, 0.34 means a 34% yield). (1) The reactants are [NH:1]1[CH2:7][CH2:6][CH2:5][C:4](=[O:8])[CH2:3][CH2:2]1.C(N(CC)CC)C.[C:16](O[C:16]([O:18][C:19]([CH3:22])([CH3:21])[CH3:20])=[O:17])([O:18][C:19]([CH3:22])([CH3:21])[CH3:20])=[O:17].C(O)(=O)CC(CC(O)=O)(C(O)=O)O. The catalyst is C(Cl)Cl. The product is [C:19]([O:18][C:16]([N:1]1[CH2:7][CH2:6][CH2:5][C:4](=[O:8])[CH2:3][CH2:2]1)=[O:17])([CH3:22])([CH3:21])[CH3:20]. The yield is 0.870. (2) The reactants are [C:1]([O:6][CH2:7][CH3:8])(=[O:5])/[CH:2]=[CH:3]/[CH3:4].C1(C)C=CC(S([CH2:18][N+:19]#[C-:20])(=O)=O)=CC=1.[H-].[Na+]. The catalyst is CCOCC.CS(C)=O.CCOCC.O. The product is [CH3:4][C:3]1[C:2]([C:1]([O:6][CH2:7][CH3:8])=[O:5])=[CH:18][NH:19][CH:20]=1. The yield is 0.800. (3) The reactants are Br[C:2]1[CH:16]=[CH:15][C:5]([O:6][CH2:7][CH:8]2[CH2:11][N:10]([C:12](=[O:14])[CH3:13])[CH2:9]2)=[CH:4][CH:3]=1.[CH3:17][C:18]1([CH3:32])[CH2:23][O:22][B:21]([B:21]2[O:22][CH2:23][C:18]([CH3:32])([CH3:17])[CH2:19][O:20]2)[O:20][CH2:19]1.C([O-])(=O)C.[K+]. The catalyst is O1CCOCC1.C1C=CC(P(C2C=CC=CC=2)[C-]2C=CC=C2)=CC=1.C1C=CC(P(C2C=CC=CC=2)[C-]2C=CC=C2)=CC=1.Cl[Pd]Cl.[Fe+2]. The product is [CH3:17][C:18]1([CH3:32])[CH2:23][O:22][B:21]([C:2]2[CH:16]=[CH:15][C:5]([O:6][CH2:7][CH:8]3[CH2:11][N:10]([C:12](=[O:14])[CH3:13])[CH2:9]3)=[CH:4][CH:3]=2)[O:20][CH2:19]1. The yield is 0.800.